This data is from Full USPTO retrosynthesis dataset with 1.9M reactions from patents (1976-2016). The task is: Predict the reactants needed to synthesize the given product. (1) Given the product [N+:31]([C:20]1[CH:21]=[CH:22][C:23]([N:25]2[CH2:30][CH2:29][CH2:28][CH2:27][CH2:26]2)=[CH:24][C:19]=1[C:17]1[N:16]=[CH:15][N:14]=[C:13]([NH:6][C:5]2[CH:7]=[CH:8][CH:9]=[C:3]([C:2]([F:10])([F:11])[F:1])[CH:4]=2)[CH:18]=1)([O-:33])=[O:32], predict the reactants needed to synthesize it. The reactants are: [F:1][C:2]([F:11])([F:10])[C:3]1[CH:4]=[C:5]([CH:7]=[CH:8][CH:9]=1)[NH2:6].Cl[C:13]1[CH:18]=[C:17]([C:19]2[CH:24]=[C:23]([N:25]3[CH2:30][CH2:29][CH2:28][CH2:27][CH2:26]3)[CH:22]=[CH:21][C:20]=2[N+:31]([O-:33])=[O:32])[N:16]=[CH:15][N:14]=1. (2) Given the product [Cl:36][C:37]1[CH:38]=[C:39]([C:44]2[O:48][C:47]([CH2:49][CH2:50][NH:51][C:7]([C:5]3[N:4]=[CH:3][C:2]([C:10]([OH:12])=[O:11])=[N:1][CH:6]=3)=[O:9])=[CH:46][CH:45]=2)[CH:40]=[CH:41][C:42]=1[Cl:43], predict the reactants needed to synthesize it. The reactants are: [N:1]1[CH:6]=[C:5]([C:7]([OH:9])=O)[N:4]=[CH:3][C:2]=1[C:10]([OH:12])=[O:11].C1C=CC2N(O)N=NC=2C=1.Cl.CN(C)CCCN=C=NCC.Cl.[Cl:36][C:37]1[CH:38]=[C:39]([C:44]2[O:48][C:47]([CH2:49][CH2:50][NH2:51])=[CH:46][CH:45]=2)[CH:40]=[CH:41][C:42]=1[Cl:43].CCN(C(C)C)C(C)C. (3) Given the product [C:10]([S:13]([N:15]=[CH:2][CH2:3][CH2:4][C:5]([O:7][CH3:8])=[O:6])=[O:14])([CH3:12])([CH3:11])[CH3:9], predict the reactants needed to synthesize it. The reactants are: O=[CH:2][CH2:3][CH2:4][C:5]([O:7][CH3:8])=[O:6].[CH3:9][C:10]([S:13]([NH2:15])=[O:14])([CH3:12])[CH3:11]. (4) Given the product [C:1]([NH:5][C:6]1[C:7]([NH2:21])=[CH:8][C:9]([C:23]2[CH:24]=[C:25]3[CH2:31][CH2:30][NH:29][C:26]3=[N:27][CH:28]=2)=[CH:10][CH:11]=1)([CH3:2])([CH3:3])[CH3:4], predict the reactants needed to synthesize it. The reactants are: [C:1]([NH:5][C:6]1[C:7]([NH2:21])=[CH:8][C:9](B2OC(C)(C)C(C)(C)O2)=[CH:10][CH:11]=1)([CH3:4])([CH3:3])[CH3:2].Br[C:23]1[CH:24]=[C:25]2[CH2:31][CH2:30][NH:29][C:26]2=[N:27][CH:28]=1.C([O-])([O-])=O.[K+].[K+]. (5) Given the product [ClH:44].[CH:24]([C:28]1[C:33]([CH3:34])=[CH:32][C:31]([NH:35][C:36]([CH2:37][CH2:38][N:1]2[CH2:2][CH2:3][CH:4]([O:7][C:8](=[O:22])[NH:9][C:10]3[CH:15]=[CH:14][CH:13]=[CH:12][C:11]=3[C:16]3[CH:21]=[CH:20][CH:19]=[CH:18][CH:17]=3)[CH2:5][CH2:6]2)=[O:39])=[C:30]([CH3:40])[CH:29]=1)=[O:23], predict the reactants needed to synthesize it. The reactants are: [NH:1]1[CH2:6][CH2:5][CH:4]([O:7][C:8](=[O:22])[NH:9][C:10]2[CH:15]=[CH:14][CH:13]=[CH:12][C:11]=2[C:16]2[CH:21]=[CH:20][CH:19]=[CH:18][CH:17]=2)[CH2:3][CH2:2]1.[O:23]1CCO[CH:24]1[C:28]1[C:33]([CH3:34])=[CH:32][C:31]([NH:35][C:36](=[O:39])[CH:37]=[CH2:38])=[C:30]([CH3:40])[CH:29]=1.C(O)C.[ClH:44]. (6) Given the product [CH2:28]([N:30]([CH2:36][CH3:37])[C:31](=[O:35])[C:32]([NH:1][C:2]12[CH2:8][CH2:7][CH:6]([CH2:9][CH2:10]1)[CH2:5][N:4]1[C:11](=[O:27])[C:12]([OH:26])=[C:13]([C:15](=[O:16])[NH:17][CH2:18][C:19]3[CH:20]=[CH:21][C:22]([F:25])=[CH:23][CH:24]=3)[N:14]=[C:3]21)=[O:33])[CH3:29], predict the reactants needed to synthesize it. The reactants are: [NH2:1][C:2]12[CH2:10][CH2:9][CH:6]([CH2:7][CH2:8]1)[CH2:5][N:4]1[C:11](=[O:27])[C:12]([OH:26])=[C:13]([C:15]([NH:17][CH2:18][C:19]3[CH:24]=[CH:23][C:22]([F:25])=[CH:21][CH:20]=3)=[O:16])[N:14]=[C:3]21.[CH2:28]([N:30]([CH2:36][CH3:37])[C:31](=[O:35])[C:32](O)=[O:33])[CH3:29].C(N(C(C)C)CC)(C)C.F[P-](F)(F)(F)(F)F.N1(OC(N(C)C)=[N+](C)C)C2N=CC=CC=2N=N1.